Dataset: P-glycoprotein inhibition data for predicting drug efflux from Broccatelli et al.. Task: Regression/Classification. Given a drug SMILES string, predict its absorption, distribution, metabolism, or excretion properties. Task type varies by dataset: regression for continuous measurements (e.g., permeability, clearance, half-life) or binary classification for categorical outcomes (e.g., BBB penetration, CYP inhibition). Dataset: pgp_broccatelli. (1) The compound is CN(C)CCOC(c1ccccc1)c1ccccc1. The result is 0 (non-inhibitor). (2) The molecule is CCOc1ccccc1NC(=O)C1=C(C)NC(=S)N[C@H]1c1cccs1. The result is 1 (inhibitor). (3) The molecule is CC(C)[C@H](C(=O)O[C@H](C#N)c1cccc(Oc2ccccc2)c1)c1ccc(Cl)cc1. The result is 0 (non-inhibitor). (4) The drug is CC1(C)OC(=O)NC1=O. The result is 0 (non-inhibitor). (5) The drug is COc1cc2c(cc1OC)CN(CCc1ccc(NC(=O)c3ccnc4ccccc34)cc1)CC2. The result is 1 (inhibitor).